From a dataset of Forward reaction prediction with 1.9M reactions from USPTO patents (1976-2016). Predict the product of the given reaction. Given the reactants [NH2:1][C:2]1[N:7]=[C:6]([Cl:8])[C:5]([CH2:9][C:10](OCC)=[O:11])=[C:4]([NH:15][CH2:16][CH:17]2[CH2:22][CH2:21][O:20][CH2:19][CH2:18]2)[N:3]=1.CC([O-])(C)C.[K+], predict the reaction product. The product is: [NH2:1][C:2]1[N:7]=[C:6]([Cl:8])[C:5]2[CH2:9][C:10](=[O:11])[N:15]([CH2:16][CH:17]3[CH2:22][CH2:21][O:20][CH2:19][CH2:18]3)[C:4]=2[N:3]=1.